From a dataset of Full USPTO retrosynthesis dataset with 1.9M reactions from patents (1976-2016). Predict the reactants needed to synthesize the given product. (1) Given the product [Cl:27][C:24]1[CH:23]=[CH:22][C:21]([C:20]2[N:16]([C:11]3[CH:12]=[CH:13][CH:14]=[CH:15][C:10]=3[Cl:9])[N:17]=[C:18]([CH:29]3[O:34][CH2:33][CH2:32][N:31]([CH:35]4[CH2:40][CH2:39][CH2:38][CH2:37][CH2:36]4)[CH2:30]3)[C:19]=2[CH3:28])=[CH:26][CH:25]=1, predict the reactants needed to synthesize it. The reactants are: C(N(CC)CC)C.Cl.[Cl:9][C:10]1[CH:15]=[CH:14][CH:13]=[CH:12][C:11]=1[N:16]1[C:20]([C:21]2[CH:26]=[CH:25][C:24]([Cl:27])=[CH:23][CH:22]=2)=[C:19]([CH3:28])[C:18]([CH:29]2[O:34][CH2:33][CH2:32][NH:31][CH2:30]2)=[N:17]1.[C:35]1(=O)[CH2:40][CH2:39][CH2:38][CH2:37][CH2:36]1.C(O[BH-](OC(=O)C)OC(=O)C)(=O)C.[Na+]. (2) Given the product [CH3:9][O:8][C:3]1[CH:4]=[CH:5][CH:6]=[CH:7][C:2]=1/[CH:14]=[CH:13]/[CH2:12][CH2:11][C:10]([O:16][CH2:17][CH3:18])=[O:15], predict the reactants needed to synthesize it. The reactants are: I[C:2]1[CH:7]=[CH:6][CH:5]=[CH:4][C:3]=1[O:8][CH3:9].[C:10]([O:16][CH2:17][CH3:18])(=[O:15])[CH2:11][CH2:12][CH:13]=[CH2:14].C(N(CC)CC)C.CC#N.